From a dataset of Forward reaction prediction with 1.9M reactions from USPTO patents (1976-2016). Predict the product of the given reaction. (1) Given the reactants [CH3:1][CH:2]1[C:7]2=[N:8][C:9]3[CH:10]=[N+:11]([O-])[C:12]4[C:17]([C:18]=3[N:6]2[C@@H:5]([CH3:20])[CH2:4][O:3]1)=[CH:16][CH:15]=[CH:14][CH:13]=4.[OH-].[NH4+:22].C1(C)C=CC(S(Cl)(=O)=O)=CC=1.O, predict the reaction product. The product is: [CH3:1][CH:2]1[C:7]2=[N:8][C:9]3[C:10]([NH2:22])=[N:11][C:12]4[C:17]([C:18]=3[N:6]2[C@@H:5]([CH3:20])[CH2:4][O:3]1)=[CH:16][CH:15]=[CH:14][CH:13]=4. (2) Given the reactants C(OC(=O)C)(=O)C.C([O-])(=O)C.[K+].[N:13](OCCC(C)C)=O.C([O:24][C:25]1[CH:30]=[CH:29][CH:28]=[C:27]([NH:31]C(=O)C)[C:26]=1[CH3:35])(=O)C, predict the reaction product. The product is: [NH:31]1[C:27]2[CH:28]=[CH:29][CH:30]=[C:25]([OH:24])[C:26]=2[CH:35]=[N:13]1. (3) Given the reactants [F:1][C:2]1[CH:7]=[CH:6][C:5]([F:8])=[CH:4][C:3]=1[C:9]1[CH:14]=[CH:13][C:12]([C:15](O)=[O:16])=[CH:11][C:10]=1[C:18]([O:20][CH3:21])=[O:19].B.C1COCC1, predict the reaction product. The product is: [F:1][C:2]1[CH:7]=[CH:6][C:5]([F:8])=[CH:4][C:3]=1[C:9]1[C:10]([C:18]([O:20][CH3:21])=[O:19])=[CH:11][C:12]([CH2:15][OH:16])=[CH:13][CH:14]=1. (4) Given the reactants [CH3:1][CH:2]1[CH2:7][C:6](=[O:8])[CH:5]=[C:4]([C:9]2[CH:14]=[CH:13][N:12]=[CH:11][C:10]=2[N+:15]([O-:17])=[O:16])[CH2:3]1.[BH4-].[Na+], predict the reaction product. The product is: [CH3:1][CH:2]1[CH2:7][CH:6]([OH:8])[CH:5]=[C:4]([C:9]2[CH:14]=[CH:13][N:12]=[CH:11][C:10]=2[N+:15]([O-:17])=[O:16])[CH2:3]1. (5) The product is: [Cl:39][C:24]1[CH:25]=[C:26]([CH:37]=[CH:38][C:23]=1[NH:22][C:2]1[N:3]=[CH:4][C:5]2[N:11]([CH3:12])[C:10](=[O:13])[C:9]([F:15])([F:14])[CH2:8][N:7]([CH:16]3[CH2:20][CH2:19][CH2:18][CH2:17]3)[C:6]=2[N:21]=1)[C:27]([NH:29][CH:30]1[CH2:31][CH2:32][N:33]([CH3:36])[CH2:34][CH2:35]1)=[O:28]. Given the reactants Cl[C:2]1[N:3]=[CH:4][C:5]2[N:11]([CH3:12])[C:10](=[O:13])[C:9]([F:15])([F:14])[CH2:8][N:7]([CH:16]3[CH2:20][CH2:19][CH2:18][CH2:17]3)[C:6]=2[N:21]=1.[NH2:22][C:23]1[CH:38]=[CH:37][C:26]([C:27]([NH:29][CH:30]2[CH2:35][CH2:34][N:33]([CH3:36])[CH2:32][CH2:31]2)=[O:28])=[CH:25][C:24]=1[Cl:39], predict the reaction product. (6) Given the reactants [CH3:1][O:2][C:3]([C:5]1[C:6](=[O:17])[S:7][C:8]2[C:13]([C:14]=1[OH:15])=[CH:12][CH:11]=[C:10](Br)[CH:9]=2)=[O:4].[CH3:18][N:19]1[C:23]([Sn](CCCC)(CCCC)CCCC)=[CH:22][C:21]([C:37]([F:40])([F:39])[F:38])=[N:20]1, predict the reaction product. The product is: [CH3:1][O:2][C:3]([C:5]1[C:6](=[O:17])[S:7][C:8]2[C:13]([C:14]=1[OH:15])=[CH:12][CH:11]=[C:10]([C:23]1[N:19]([CH3:18])[N:20]=[C:21]([C:37]([F:40])([F:39])[F:38])[CH:22]=1)[CH:9]=2)=[O:4].